From a dataset of NCI-60 drug combinations with 297,098 pairs across 59 cell lines. Regression. Given two drug SMILES strings and cell line genomic features, predict the synergy score measuring deviation from expected non-interaction effect. (1) Drug 1: CC(C1=C(C=CC(=C1Cl)F)Cl)OC2=C(N=CC(=C2)C3=CN(N=C3)C4CCNCC4)N. Drug 2: C1CNP(=O)(OC1)N(CCCl)CCCl. Cell line: OVCAR3. Synergy scores: CSS=-5.64, Synergy_ZIP=6.69, Synergy_Bliss=5.76, Synergy_Loewe=-2.45, Synergy_HSA=-2.79. (2) Cell line: MALME-3M. Synergy scores: CSS=38.2, Synergy_ZIP=-2.97, Synergy_Bliss=-1.60, Synergy_Loewe=-0.939, Synergy_HSA=1.27. Drug 2: CCC1(CC2CC(C3=C(CCN(C2)C1)C4=CC=CC=C4N3)(C5=C(C=C6C(=C5)C78CCN9C7C(C=CC9)(C(C(C8N6C)(C(=O)OC)O)OC(=O)C)CC)OC)C(=O)OC)O.OS(=O)(=O)O. Drug 1: C1=CC(=C2C(=C1NCCNCCO)C(=O)C3=C(C=CC(=C3C2=O)O)O)NCCNCCO. (3) Drug 1: CC12CCC3C(C1CCC2O)C(CC4=C3C=CC(=C4)O)CCCCCCCCCS(=O)CCCC(C(F)(F)F)(F)F. Drug 2: CNC(=O)C1=NC=CC(=C1)OC2=CC=C(C=C2)NC(=O)NC3=CC(=C(C=C3)Cl)C(F)(F)F. Cell line: CAKI-1. Synergy scores: CSS=-13.4, Synergy_ZIP=6.34, Synergy_Bliss=-2.14, Synergy_Loewe=-16.5, Synergy_HSA=-15.6. (4) Drug 1: CC12CCC3C(C1CCC2=O)CC(=C)C4=CC(=O)C=CC34C. Drug 2: CC1C(C(CC(O1)OC2CC(OC(C2O)C)OC3=CC4=CC5=C(C(=O)C(C(C5)C(C(=O)C(C(C)O)O)OC)OC6CC(C(C(O6)C)O)OC7CC(C(C(O7)C)O)OC8CC(C(C(O8)C)O)(C)O)C(=C4C(=C3C)O)O)O)O. Cell line: UO-31. Synergy scores: CSS=43.9, Synergy_ZIP=6.84, Synergy_Bliss=6.54, Synergy_Loewe=6.86, Synergy_HSA=6.82. (5) Drug 1: CC12CCC3C(C1CCC2=O)CC(=C)C4=CC(=O)C=CC34C. Drug 2: C1C(C(OC1N2C=NC3=C2NC=NCC3O)CO)O. Cell line: HCC-2998. Synergy scores: CSS=23.7, Synergy_ZIP=0.684, Synergy_Bliss=3.47, Synergy_Loewe=3.45, Synergy_HSA=2.43. (6) Drug 1: C1=NC2=C(N=C(N=C2N1C3C(C(C(O3)CO)O)O)F)N. Drug 2: CCC1(C2=C(COC1=O)C(=O)N3CC4=CC5=C(C=CC(=C5CN(C)C)O)N=C4C3=C2)O.Cl. Cell line: MOLT-4. Synergy scores: CSS=74.8, Synergy_ZIP=1.59, Synergy_Bliss=-2.41, Synergy_Loewe=-4.76, Synergy_HSA=-2.16. (7) Drug 1: CCC(=C(C1=CC=CC=C1)C2=CC=C(C=C2)OCCN(C)C)C3=CC=CC=C3.C(C(=O)O)C(CC(=O)O)(C(=O)O)O. Drug 2: COC1=NC(=NC2=C1N=CN2C3C(C(C(O3)CO)O)O)N. Cell line: UACC-257. Synergy scores: CSS=1.99, Synergy_ZIP=1.02, Synergy_Bliss=2.74, Synergy_Loewe=0.198, Synergy_HSA=0.913.